From a dataset of Forward reaction prediction with 1.9M reactions from USPTO patents (1976-2016). Predict the product of the given reaction. Given the reactants [I:1][C:2]1[CH:7]=[CH:6][N:5]=[C:4]([C:8]([OH:10])=[O:9])[CH:3]=1.S(=O)(=O)(O)O.[CH3:16]O, predict the reaction product. The product is: [CH3:16][O:9][C:8](=[O:10])[C:4]1[CH:3]=[C:2]([I:1])[CH:7]=[CH:6][N:5]=1.